This data is from Serine/threonine kinase 33 screen with 319,792 compounds. The task is: Binary Classification. Given a drug SMILES string, predict its activity (active/inactive) in a high-throughput screening assay against a specified biological target. The result is 1 (active). The drug is OC1=C/C(=c2\[nH]c(nc(n2)N)N)C(=O)C=C1.